Dataset: Full USPTO retrosynthesis dataset with 1.9M reactions from patents (1976-2016). Task: Predict the reactants needed to synthesize the given product. (1) Given the product [CH3:6][O:7][C:8]1[N:13]=[CH:12][C:11]([O:14][CH2:2][C:3]([CH3:4])=[O:5])=[CH:10][CH:9]=1, predict the reactants needed to synthesize it. The reactants are: Cl[CH2:2][C:3](=[O:5])[CH3:4].[CH3:6][O:7][C:8]1[N:13]=[CH:12][C:11]([OH:14])=[CH:10][CH:9]=1.C(=O)([O-])[O-].[K+].[K+]. (2) The reactants are: CC1(C)C2C(=C(P(C3C=CC=CC=3)C3C=CC=CC=3)C=CC=2)OC2C(P(C3C=CC=CC=3)C3C=CC=CC=3)=CC=CC1=2.C([O-])([O-])=O.[Cs+].[Cs+].Cl[C:50]1[C:55](=[O:56])[N:54]([CH3:57])[CH:53]=[C:52]2[CH2:58][N:59]([CH2:62][CH2:63][C:64]3[N:65]=[C:66]4[CH:71]=[CH:70][CH:69]=[CH:68][N:67]4[CH:72]=3)[C:60](=[O:61])[C:51]=12.[NH:73]1[CH2:78][CH2:77][O:76][CH2:75][CH2:74]1. Given the product [N:65]1[C:64]([CH2:63][CH2:62][N:59]2[C:60](=[O:61])[C:51]3[C:52](=[CH:53][N:54]([CH3:57])[C:55](=[O:56])[C:50]=3[N:73]3[CH2:78][CH2:77][O:76][CH2:75][CH2:74]3)[CH2:58]2)=[CH:72][N:67]2[CH:68]=[CH:69][CH:70]=[CH:71][C:66]=12, predict the reactants needed to synthesize it. (3) The reactants are: [CH3:1][C:2]1[CH:17]=[CH:16][C:5]2[N:6]=[C:7]([C:10]3[CH:15]=[CH:14][CH:13]=[CH:12][CH:11]=3)[CH2:8][O:9][C:4]=2[CH:3]=1.FC(F)(F)C(O)=O.[N:25](OCCCC)=[O:26]. Given the product [CH3:1][C:2]1[CH:17]=[CH:16][C:5]2[N:6]([N:25]=[O:26])[CH:7]([C:10]3[CH:15]=[CH:14][CH:13]=[CH:12][CH:11]=3)[CH2:8][O:9][C:4]=2[CH:3]=1, predict the reactants needed to synthesize it. (4) Given the product [CH3:4][CH2:3][C:5]1[C:13]2[NH:12][C:11]([CH2:14][NH2:2])=[C:10]([CH3:16])[C:9]=2[CH:8]=[CH:7][CH:6]=1, predict the reactants needed to synthesize it. The reactants are: C[NH2:2].[CH2:3]([C:5]1[CH:6]=[CH:7][CH:8]=[C:9]2[C:13]=1[NH:12][C:11]([CH:14]=O)=[C:10]2[CH3:16])[CH3:4].[BH4-].[Na+].O. (5) Given the product [Cl:1][C:2]1[CH:7]=[CH:6][C:5]([C:8]2[C:16]3[C:11](=[N:12][CH:13]=[N:14][C:15]=3[N:17]=[CH:19][N:18]([CH3:23])[CH3:24])[NH:10][N:9]=2)=[CH:4][CH:3]=1, predict the reactants needed to synthesize it. The reactants are: [Cl:1][C:2]1[CH:7]=[CH:6][C:5]([C:8]2[C:16]3[C:11](=[N:12][CH:13]=[N:14][C:15]=3[NH2:17])[NH:10][N:9]=2)=[CH:4][CH:3]=1.[N:18]1[CH:23]=CC=C[CH:19]=1.[CH3:24]S(Cl)(=O)=O.C(=O)(O)[O-].[Na+]. (6) Given the product [C@H:40]12[CH2:45][C@H:43]([NH:42][CH2:41]1)[CH2:44][N:39]2[CH2:38][CH2:37][NH:36][C@:20]12[CH2:32][CH2:31][C@@H:30]([C:33]([CH3:35])=[CH2:34])[C@@H:21]1[C@@H:22]1[C@@:17]([CH3:53])([CH2:18][CH2:19]2)[C@@:16]2([CH3:54])[C@@H:25]([C@:26]3([CH3:29])[C@@H:13]([CH2:14][CH2:15]2)[C:12]([CH3:55])([CH3:56])[C:11]([C:8]2[CH:9]=[CH:10][C:5]([C:3]([O:2][CH3:1])=[O:4])=[CH:6][CH:7]=2)=[CH:28][CH2:27]3)[CH2:24][CH2:23]1.[C:57]([OH:63])([C:59]([F:62])([F:61])[F:60])=[O:58], predict the reactants needed to synthesize it. The reactants are: [CH3:1][O:2][C:3]([C:5]1[CH:10]=[CH:9][C:8]([C:11]2[C:12]([CH3:56])([CH3:55])[C@H:13]3[C@:26]([CH3:29])([CH2:27][CH:28]=2)[C@@H:25]2[C@:16]([CH3:54])([C@@:17]4([CH3:53])[C@H:22]([CH2:23][CH2:24]2)[C@H:21]2[C@H:30]([C:33]([CH3:35])=[CH2:34])[CH2:31][CH2:32][C@:20]2([NH:36][CH2:37][CH2:38][N:39]2[CH2:44][C@@H:43]5[CH2:45][C@H:40]2[CH2:41][N:42]5C(OC(C)(C)C)=O)[CH2:19][CH2:18]4)[CH2:15][CH2:14]3)=[CH:7][CH:6]=1)=[O:4].[C:57]([OH:63])([C:59]([F:62])([F:61])[F:60])=[O:58]. (7) Given the product [CH2:56]([O:55][C:53](=[O:54])[C:52]1[CH:58]=[CH:59][CH:60]=[C:50]([NH:49][C:46]2[N:45]=[CH:44][C:43]([NH:42][C:14](=[O:16])[C:13]3[CH:17]=[C:9]([NH:8][C:6](=[O:7])[C:5]4[CH:19]=[CH:20][CH:21]=[C:3]([C:2]([F:1])([F:23])[F:22])[CH:4]=4)[CH:10]=[CH:11][C:12]=3[Cl:18])=[CH:48][N:47]=2)[CH:51]=1)[CH3:57], predict the reactants needed to synthesize it. The reactants are: [F:1][C:2]([F:23])([F:22])[C:3]1[CH:4]=[C:5]([CH:19]=[CH:20][CH:21]=1)[C:6]([NH:8][C:9]1[CH:10]=[CH:11][C:12]([Cl:18])=[C:13]([CH:17]=1)[C:14]([OH:16])=O)=[O:7].ClC1N=C(OC)N=C(OC)N=1.CN1CCOCC1.[NH2:42][C:43]1[CH:44]=[N:45][C:46]([NH:49][C:50]2[CH:51]=[C:52]([CH:58]=[CH:59][CH:60]=2)[C:53]([O:55][CH2:56][CH3:57])=[O:54])=[N:47][CH:48]=1.